Task: Regression. Given a peptide amino acid sequence and an MHC pseudo amino acid sequence, predict their binding affinity value. This is MHC class I binding data.. Dataset: Peptide-MHC class I binding affinity with 185,985 pairs from IEDB/IMGT (1) The peptide sequence is RTEILGLVK. The MHC is HLA-B40:01 with pseudo-sequence HLA-B40:01. The binding affinity (normalized) is 0.0847. (2) The binding affinity (normalized) is 0.0847. The MHC is HLA-B40:01 with pseudo-sequence HLA-B40:01. The peptide sequence is VPPESVEAA. (3) The peptide sequence is NTQGYFPDWQ. The MHC is HLA-B53:01 with pseudo-sequence HLA-B53:01. The binding affinity (normalized) is 0.111. (4) The peptide sequence is GELDRWEKI. The MHC is HLA-A02:01 with pseudo-sequence HLA-A02:01. The binding affinity (normalized) is 0. (5) The peptide sequence is EINEWLSSK. The MHC is HLA-A31:01 with pseudo-sequence HLA-A31:01. The binding affinity (normalized) is 0.180. (6) The peptide sequence is WLSTYAVRI. The MHC is HLA-A02:03 with pseudo-sequence HLA-A02:03. The binding affinity (normalized) is 0.567. (7) The peptide sequence is IHIPGDTLF. The MHC is HLA-B58:01 with pseudo-sequence HLA-B58:01. The binding affinity (normalized) is 0.0847. (8) The peptide sequence is SRALLLNKY. The MHC is HLA-B35:01 with pseudo-sequence HLA-B35:01. The binding affinity (normalized) is 0.0847. (9) The peptide sequence is MQYLNPPPY. The MHC is HLA-B57:01 with pseudo-sequence HLA-B57:01. The binding affinity (normalized) is 0.0847. (10) The binding affinity (normalized) is 0.113. The peptide sequence is RLQMAGVEVR. The MHC is HLA-A11:01 with pseudo-sequence HLA-A11:01.